This data is from Catalyst prediction with 721,799 reactions and 888 catalyst types from USPTO. The task is: Predict which catalyst facilitates the given reaction. Reactant: [C:1]1([C:17]2[CH:22]=[CH:21][CH:20]=[CH:19][CH:18]=2)[C:2](OC(CCC)CCC([O-])=O)=[CH:3][CH:4]=[CH:5][CH:6]=1.[OH2:23].[OH-:24].[Li+].[OH2:26]. Product: [C:17]1([C:1]2[CH:6]=[CH:5][CH:4]=[CH:3][CH:2]=2)[CH:18]=[CH:19][C:20]([O:23][CH2:18][CH2:17][CH2:1][CH2:6][CH2:5][CH2:4][C:3]([OH:26])=[O:24])=[CH:21][CH:22]=1. The catalyst class is: 1.